Dataset: Reaction yield outcomes from USPTO patents with 853,638 reactions. Task: Predict the reaction yield, written as a fraction of the theoretical maximum amount of product (1.0 means a 100% yield; for example, 0.34 means a 34% yield). (1) The catalyst is C(Cl)Cl.CO.CCOC(C)=O.CN(C=O)C.CO. The product is [CH3:1][O:2][C:3]([NH:5][C@@H:6]([CH:7]([CH3:9])[CH3:8])[C:10]([N:12]1[CH2:16][C@@H:15]([CH3:17])[CH2:14][C@H:13]1[C:18]1[NH:22][C:21]2[C:23]3[C:28]([CH:29]=[CH:30][C:20]=2[N:19]=1)=[CH:27][C:26]1[C:31]2[C:36]([CH2:37][O:38][C:25]=1[CH:24]=3)=[CH:35][C:34]([C:39]1[NH:43][C:42]([C@@H:44]3[CH2:48][CH2:47][CH2:46][N:45]3[C:49](=[O:50])[C@H:62]([NH:61][C:59](=[O:60])[O:58][CH3:57])[C:66]3[CH:71]=[CH:70][CH:69]=[CH:68][CH:67]=3)=[N:41][CH:40]=1)=[CH:33][CH:32]=2)=[O:11])=[O:4]. The reactants are [CH3:1][O:2][C:3]([NH:5][C@H:6]([C:10]([N:12]1[CH2:16][C@@H:15]([CH3:17])[CH2:14][C@H:13]1[C:18]1[NH:22][C:21]2[C:23]3[C:28]([CH:29]=[CH:30][C:20]=2[N:19]=1)=[CH:27][C:26]1[C:31]2[C:36]([CH2:37][O:38][C:25]=1[CH:24]=3)=[CH:35][C:34]([C:39]1[NH:43][C:42]([C@@H:44]3[CH2:48][CH2:47][CH2:46][N:45]3[C:49](OC(C)(C)C)=[O:50])=[N:41][CH:40]=1)=[CH:33][CH:32]=2)=[O:11])[CH:7]([CH3:9])[CH3:8])=[O:4].Cl.[CH3:57][O:58][C:59]([NH:61][C@H:62]([C:66]1[CH:71]=[CH:70][CH:69]=[CH:68][CH:67]=1)C(O)=O)=[O:60].CCOC(C(C#N)=NOC(N1CCOCC1)=[N+](C)C)=O.F[P-](F)(F)(F)(F)F.CCN(C(C)C)C(C)C. The yield is 0.450. (2) The reactants are O[CH2:2][CH:3]([C:19]1[CH:20]=[CH:21][CH:22]=[C:23]2[C:28]=1[N:27]=[C:26]([O:29]C)[CH:25]=[CH:24]2)[CH2:4][N:5]1[CH2:10][CH2:9][CH:8]([NH:11][C:12](=[O:18])[O:13][C:14]([CH3:17])([CH3:16])[CH3:15])[CH2:7][CH2:6]1.C(N(C(C)C)CC)(C)C.CS(OS(C)(=O)=O)(=O)=O.ClCCl. The catalyst is C(Cl)(Cl)Cl.O. The product is [O:29]=[C:26]1[CH:25]=[CH:24][C:23]2[C:28]3=[C:19]([CH:3]([CH2:4][N:5]4[CH2:10][CH2:9][CH:8]([NH:11][C:12](=[O:18])[O:13][C:14]([CH3:15])([CH3:16])[CH3:17])[CH2:7][CH2:6]4)[CH2:2][N:27]13)[CH:20]=[CH:21][CH:22]=2. The yield is 0.810. (3) The reactants are Br[C:2]1[CH:7]=[CH:6][C:5]([CH3:8])=[CH:4][C:3]=1[N+:9]([O-:11])=[O:10].C1(B(O)[OH:19])C=CC=CC=1.[CH:21]1([NH:27][CH:28]2[CH2:33]CCCC2)[CH2:26][CH2:25][CH2:24][CH2:23][CH2:22]1.CCCCCCCCCCC. The catalyst is C1(C)C=CC=CC=1. The product is [CH3:8][C:5]1[CH:6]=[CH:7][C:2]([C:23]2[CH:24]=[CH:25][CH:26]=[C:21]([NH:27][C:28](=[O:19])[CH3:33])[CH:22]=2)=[C:3]([N+:9]([O-:11])=[O:10])[CH:4]=1. The yield is 0.420. (4) The reactants are [N:1]1[CH:6]=[CH:5][C:4]([CH:7]=O)=[CH:3][CH:2]=1.CO.[NH2:11][CH2:12][CH2:13][CH2:14][O:15][C:16]1[CH:33]=[CH:32][C:19]2[N:20]([CH2:30][CH3:31])[C:21](=[O:29])[C:22]([CH3:28])([CH3:27])[C:23](=[O:26])[N:24]([CH3:25])[C:18]=2[CH:17]=1.[BH4-].[Na+]. The catalyst is C(OCC)(=O)C.O. The product is [CH2:30]([N:20]1[C:21](=[O:29])[C:22]([CH3:28])([CH3:27])[C:23](=[O:26])[N:24]([CH3:25])[C:18]2[CH:17]=[C:16]([O:15][CH2:14][CH2:13][CH2:12][NH:11][CH2:7][C:4]3[CH:3]=[CH:2][N:1]=[CH:6][CH:5]=3)[CH:33]=[CH:32][C:19]1=2)[CH3:31]. The yield is 0.840. (5) The reactants are [C:1]([C:3]1[CH:8]=[CH:7][CH:6]=[CH:5][C:4]=1[C:9]1[CH:14]=[CH:13][C:12]([CH2:15][CH:16]([C:21](=O)[CH2:22][CH2:23][CH2:24][CH3:25])[C:17](OC)=[O:18])=[C:11]([F:27])[CH:10]=1)#[N:2].[O:28]1[C:32]2([CH2:37][CH2:36][CH:35]([NH:38][C:39]3[NH:43][CH:42]=[N:41][N:40]=3)[CH2:34][CH2:33]2)[O:31][CH2:30][CH2:29]1.N12CCCN=C1CCCCC2.C(N(CC)C1C=CC=CC=1)C. The catalyst is Cl. The product is [CH2:22]([C:21]1[N:40]2[N:41]=[CH:42][N:43]=[C:39]2[N:38]([CH:35]2[CH2:34][CH2:33][C:32]3([O:28][CH2:29][CH2:30][O:31]3)[CH2:37][CH2:36]2)[C:17](=[O:18])[C:16]=1[CH2:15][C:12]1[CH:13]=[CH:14][C:9]([C:4]2[C:3]([C:1]#[N:2])=[CH:8][CH:7]=[CH:6][CH:5]=2)=[CH:10][C:11]=1[F:27])[CH2:23][CH2:24][CH3:25]. The yield is 0.600. (6) The reactants are Cl[CH2:2][C:3]1[C:4]([CH3:13])=[C:5]([C:8]([CH3:12])=[CH:9][C:10]=1[CH3:11])[CH:6]=[O:7].[NH:14]1[CH:18]=[CH:17][N:16]=[CH:15]1.[CH3:19]N(C=O)C. The catalyst is O. The product is [CH3:13][C:4]1[C:3]([CH2:2][N:14]2[CH:18]=[CH:17][N:16]=[C:15]2[CH3:19])=[C:10]([CH3:11])[CH:9]=[C:8]([CH3:12])[C:5]=1[CH:6]=[O:7]. The yield is 0.640. (7) The reactants are [C:1]([C:4]1[CH:5]=[C:6]([CH:11]=[CH:12][CH:13]=1)[C:7]([O:9][CH3:10])=[O:8])(=[O:3])[CH3:2].C[Si]([N-][Si](C)(C)C)(C)C.[Li+].[Cl:24][C:25]1[CH:33]=[N:32][CH:31]=[CH:30][C:26]=1[C:27](Cl)=[O:28].Cl. The catalyst is O1CCCC1.O. The product is [Cl:24][C:25]1[CH:33]=[N:32][CH:31]=[CH:30][C:26]=1[C:27](=[O:28])[CH2:2][C:1]([C:4]1[CH:5]=[C:6]([CH:11]=[CH:12][CH:13]=1)[C:7]([O:9][CH3:10])=[O:8])=[O:3]. The yield is 0.760. (8) The reactants are [C:1]([Si:5]([O:8][C:9]1[CH:14]=[C:13]([CH2:15][CH3:16])[CH:12]=[CH:11][C:10]=1[F:17])([CH3:7])[CH3:6])([CH3:4])([CH3:3])[CH3:2].[Li]CCCC.CN([CH:26]=[O:27])C. The catalyst is C1COCC1.CN(C)CCN(C)CCN(C)C.CCOC(C)=O. The product is [Si:5]([O:8][C:9]1[C:10]([F:17])=[C:11]([CH:12]=[C:13]([CH2:15][CH3:16])[CH:14]=1)[CH:26]=[O:27])([C:1]([CH3:4])([CH3:3])[CH3:2])([CH3:7])[CH3:6]. The yield is 0.890.